Dataset: Full USPTO retrosynthesis dataset with 1.9M reactions from patents (1976-2016). Task: Predict the reactants needed to synthesize the given product. The reactants are: FC(F)(F)C(OC(=O)C(F)(F)F)=O.[CH3:14][C:15]([CH3:17])=O.[OH:18][C:19]1[CH:27]=[CH:26][C:25]([OH:28])=[CH:24][C:20]=1[C:21]([OH:23])=[O:22]. Given the product [OH:28][C:25]1[CH:26]=[CH:27][C:19]2[O:18][C:15]([CH3:17])([CH3:14])[O:22][C:21](=[O:23])[C:20]=2[CH:24]=1, predict the reactants needed to synthesize it.